Task: Predict which catalyst facilitates the given reaction.. Dataset: Catalyst prediction with 721,799 reactions and 888 catalyst types from USPTO Reactant: [CH3:1][C:2]([C:5]1[CH:10]=[CH:9][CH:8]=[CH:7][C:6]=1[OH:11])([CH3:4])[CH3:3].[OH-:12].[Na+].[CH:14](Cl)(Cl)Cl.Cl. Product: [CH3:4][C:2]([C:5]1[CH:10]=[C:9]([CH:8]=[CH:7][C:6]=1[OH:11])[CH:14]=[O:12])([CH3:1])[CH3:3]. The catalyst class is: 24.